This data is from Forward reaction prediction with 1.9M reactions from USPTO patents (1976-2016). The task is: Predict the product of the given reaction. (1) Given the reactants C([O:3][C:4](=O)[CH2:5][N:6]1[CH2:11][CH2:10][O:9][CH2:8][C:7]1=[O:12])C.O.[NH2:15][NH2:16], predict the reaction product. The product is: [O:12]=[C:7]1[CH2:8][O:9][CH2:10][CH2:11][N:6]1[CH2:5][C:4]([NH:15][NH2:16])=[O:3]. (2) The product is: [CH2:14]1[C@H:23]2[C@H:18]([CH2:19][CH2:20][C:21]3[CH:27]=[CH:26][CH:25]=[CH:24][C:22]=32)[N:17]([C:11]([C:7]2[CH:8]=[C:9]3[C:4](=[CH:5][CH:6]=2)[NH:3][C:2](=[O:1])[CH2:10]3)=[O:13])[CH2:16][CH2:15]1. Given the reactants [O:1]=[C:2]1[CH2:10][C:9]2[C:4](=[CH:5][CH:6]=[C:7]([C:11]([OH:13])=O)[CH:8]=2)[NH:3]1.[CH2:14]1[C@H:23]2[C@H:18]([CH2:19][CH2:20][C:21]3[CH:27]=[CH:26][CH:25]=[CH:24][C:22]=32)[NH:17][CH2:16][CH2:15]1.F[P-](F)(F)(F)(F)F.N1(OC(N(C)C)=[N+](C)C)C2N=CC=CC=2N=N1, predict the reaction product. (3) Given the reactants [H-].[Al+3].[Li+].[H-].[H-].[H-].[CH:7]1[C:16]2[C:11](=[CH:12][CH:13]=[CH:14][CH:15]=2)[CH:10]=[CH:9][C:8]=1[C:17]([CH2:19][CH2:20][CH2:21][CH2:22][CH2:23][CH2:24][C:25](OCC)=[O:26])=[O:18].O.[OH-].[Na+], predict the reaction product. The product is: [OH:18][CH:17]([C:8]1[CH:9]=[CH:10][C:11]2[C:16](=[CH:15][CH:14]=[CH:13][CH:12]=2)[CH:7]=1)[CH2:19][CH2:20][CH2:21][CH2:22][CH2:23][CH2:24][CH2:25][OH:26]. (4) Given the reactants [C:1]1([S:7]([OH:10])(=[O:9])=[O:8])[CH:6]=[CH:5][CH:4]=[CH:3][CH:2]=1.[NH2:11][C@@:12]([CH3:22])([CH2:16][CH:17]([CH2:20][CH3:21])[CH2:18][CH3:19])[C:13]([OH:15])=[O:14], predict the reaction product. The product is: [C:1]1([S:7]([OH:10])(=[O:9])=[O:8])[CH:6]=[CH:5][CH:4]=[CH:3][CH:2]=1.[NH2:11][C@@:12]([CH3:22])([CH2:16][CH:17]([CH2:20][CH3:21])[CH2:18][CH3:19])[C:13]([OH:15])=[O:14]. (5) Given the reactants [C:1]([O:5][C:6]([N:8]1[CH2:13][CH2:12][N:11]([C:14]2[CH:19]=[CH:18][C:17]([NH2:20])=[CH:16][CH:15]=2)[CH2:10][CH2:9]1)=[O:7])([CH3:4])([CH3:3])[CH3:2].C(N(C(C)C)CC)(C)C.Cl[C:31](Cl)([O:33]C(=O)OC(Cl)(Cl)Cl)Cl.[CH2:42]([O:44][C:45]1[CH:51]=[CH:50][C:49]([CH3:52])=[CH:48][C:46]=1[NH2:47])[CH3:43], predict the reaction product. The product is: [C:1]([O:5][C:6]([N:8]1[CH2:13][CH2:12][N:11]([C:14]2[CH:15]=[CH:16][C:17]([NH:20][C:31]([NH:47][C:46]3[CH:48]=[C:49]([CH3:52])[CH:50]=[CH:51][C:45]=3[O:44][CH2:42][CH3:43])=[O:33])=[CH:18][CH:19]=2)[CH2:10][CH2:9]1)=[O:7])([CH3:4])([CH3:2])[CH3:3]. (6) Given the reactants [Cl:1][C:2]1[C:7]([Cl:8])=[CH:6][CH:5]=[CH:4][C:3]=1[CH2:9][NH2:10].[Cl:11][C:12]1[CH:17]=[CH:16][CH:15]=[CH:14][C:13]=1[CH2:18][N:19]1[C:24](=[O:25])[C:23]([C:26]([NH:28][CH2:29][C:30]([O:32]CC)=[O:31])=[O:27])=[C:22]([OH:35])[C:21]([C:36](OC)=[O:37])=[C:20]1[OH:40], predict the reaction product. The product is: [Cl:11][C:12]1[CH:17]=[CH:16][CH:15]=[CH:14][C:13]=1[CH2:18][N:19]1[C:20]([OH:40])=[C:21]([C:36]([NH:10][CH2:9][C:3]2[CH:4]=[CH:5][CH:6]=[C:7]([Cl:8])[C:2]=2[Cl:1])=[O:37])[C:22]([OH:35])=[C:23]([C:26]([NH:28][CH2:29][C:30]([O-:32])=[O:31])=[O:27])[C:24]1=[O:25].[NH4+:10].